Dataset: Peptide-MHC class II binding affinity with 134,281 pairs from IEDB. Task: Regression. Given a peptide amino acid sequence and an MHC pseudo amino acid sequence, predict their binding affinity value. This is MHC class II binding data. The peptide sequence is PEGLLWLLLTGKVPT. The MHC is DRB5_0101 with pseudo-sequence DRB5_0101. The binding affinity (normalized) is 0.400.